This data is from KCNQ2 potassium channel screen with 302,405 compounds. The task is: Binary Classification. Given a drug SMILES string, predict its activity (active/inactive) in a high-throughput screening assay against a specified biological target. (1) The molecule is O=C(Nc1c(ccc(c1)C)C)C1C2C(C1CCC2)c1ccccc1. The result is 0 (inactive). (2) The compound is O=C(N1CCc2c1cccc2)C(n1ccnc1)CC(=O)N1CCc2c(C1)cccc2. The result is 0 (inactive). (3) The compound is S(Cc1nc2n(c1)cccc2)C(=S)OCC. The result is 0 (inactive). (4) The drug is Clc1c(C(=O)NC(NC(=O)c2c(Cl)cccc2)C)cccc1. The result is 0 (inactive). (5) The compound is s1c2c3c([nH]c(=O)c2cc1C(=O)N(c1c(cccc1)C)CC)ccc(c3)C. The result is 0 (inactive). (6) The compound is O1C2(CC(OCC2)(C)C)C(CC1=O)C(=O)Nc1cc(OC)ccc1. The result is 0 (inactive). (7) The compound is O(C1=C/C(C=CC1=O)=C/NN\C=C1\C=C(OCC)C(=O)C=C1)CC. The result is 0 (inactive). (8) The molecule is Clc1ccc(C(=O)Nc2n(nc(c2P(=O)(N2CCOCC2)Nc2ccc([N+]([O-])=O)cc2)C)CCC#N)cc1. The result is 0 (inactive). (9) The compound is S(=O)(=O)(N1CCOCC1)c1ccc(NC(=O)Cn2c(noc2=O)c2ccccc2)cc1. The result is 0 (inactive). (10) The molecule is Fc1c(N2CCN(CC2)C(=O)COc2ccc(F)cc2)cc(c(c1)C(=O)C)C. The result is 0 (inactive).